From a dataset of Full USPTO retrosynthesis dataset with 1.9M reactions from patents (1976-2016). Predict the reactants needed to synthesize the given product. (1) Given the product [Br:18][C:19]1[CH:24]=[CH:23][N:22]=[C:21]([O:1][C@H:2]2[CH2:7][N:6]([C:8]([O:10][C:11]([CH3:14])([CH3:13])[CH3:12])=[O:9])[C@H:5]([CH3:15])[CH2:4][CH2:3]2)[CH:20]=1, predict the reactants needed to synthesize it. The reactants are: [OH:1][C@H:2]1[CH2:7][N:6]([C:8]([O:10][C:11]([CH3:14])([CH3:13])[CH3:12])=[O:9])[C@H:5]([CH3:15])[CH2:4][CH2:3]1.[H-].[Na+].[Br:18][C:19]1[CH:24]=[CH:23][N:22]=[C:21](F)[CH:20]=1.O. (2) Given the product [CH3:18][N:15]1[CH2:16][CH2:17][N:12]([N:11]=[CH:9][C:3]2[CH:2]=[CH:1][C:6]([CH:7]=[O:8])=[CH:5][CH:4]=2)[CH2:13][CH2:14]1, predict the reactants needed to synthesize it. The reactants are: [CH:1]1[C:6]([CH:7]=[O:8])=[CH:5][CH:4]=[C:3]([CH:9]=O)[CH:2]=1.[NH2:11][N:12]1[CH2:17][CH2:16][N:15]([CH3:18])[CH2:14][CH2:13]1. (3) The reactants are: [CH2:1]([O:3][C:4]([C:6]1([NH:11][C:12]([CH:14]2[CH2:18][CH:17]([O:19][Si:20]([C:23]([CH3:26])([CH3:25])[CH3:24])([CH3:22])[CH3:21])[CH2:16][NH:15]2)=[O:13])[CH2:8][CH:7]1[CH:9]=[CH2:10])=[O:5])[CH3:2].[C:27]([O-:30])(O)=O.[Na+].C(Cl)(Cl)=O.[CH2:36]([NH:43][CH2:44][C:45]1[CH:50]=[CH:49][C:48]([O:51][CH3:52])=[CH:47][CH:46]=1)[CH2:37][CH2:38][CH2:39][CH2:40][CH:41]=[CH2:42]. Given the product [CH2:1]([O:3][C:4]([C:6]1([NH:11][C:12]([CH:14]2[CH2:18][CH:17]([O:19][Si:20]([C:23]([CH3:25])([CH3:24])[CH3:26])([CH3:22])[CH3:21])[CH2:16][N:15]2[C:27](=[O:30])[N:43]([CH2:36][CH2:37][CH2:38][CH2:39][CH2:40][CH:41]=[CH2:42])[CH2:44][C:45]2[CH:50]=[CH:49][C:48]([O:51][CH3:52])=[CH:47][CH:46]=2)=[O:13])[CH2:8][CH:7]1[CH:9]=[CH2:10])=[O:5])[CH3:2], predict the reactants needed to synthesize it.